Dataset: Reaction yield outcomes from USPTO patents with 853,638 reactions. Task: Predict the reaction yield, written as a fraction of the theoretical maximum amount of product (1.0 means a 100% yield; for example, 0.34 means a 34% yield). (1) The reactants are [Br:1][C:2]1[CH:7]=[CH:6][C:5](Br)=[CH:4][N:3]=1.C([Li])CCC.[Cl:14][C:15]1[CH:26]=[C:25]([Cl:27])[CH:24]=[CH:23][C:16]=1[C:17](N(OC)C)=[O:18].[NH4+].[Cl-]. The catalyst is C(OCC)C. The product is [Br:1][C:2]1[N:3]=[CH:4][C:5]([C:17]([C:16]2[CH:23]=[CH:24][C:25]([Cl:27])=[CH:26][C:15]=2[Cl:14])=[O:18])=[CH:6][CH:7]=1. The yield is 0.670. (2) The reactants are Br[C:2]1[CH:3]=[C:4]([C:9]2[N:10]=[N:11][N:12]([CH:14]([CH3:16])[CH3:15])[CH:13]=2)[C:5]([NH2:8])=[N:6][CH:7]=1.[F:17][C:18]1[CH:23]=[CH:22][C:21](B(O)O)=[CH:20][C:19]=1[C:27]([N:29]1[CH2:34][CH2:33][O:32][CH2:31][CH2:30]1)=[O:28].O.C([O-])([O-])=O.[Cs+].[Cs+]. The catalyst is O1CCOCC1.CCOC(C)=O.C1C=CC([P]([Pd]([P](C2C=CC=CC=2)(C2C=CC=CC=2)C2C=CC=CC=2)([P](C2C=CC=CC=2)(C2C=CC=CC=2)C2C=CC=CC=2)[P](C2C=CC=CC=2)(C2C=CC=CC=2)C2C=CC=CC=2)(C2C=CC=CC=2)C2C=CC=CC=2)=CC=1. The product is [NH2:8][C:5]1[N:6]=[CH:7][C:2]([C:21]2[CH:22]=[CH:23][C:18]([F:17])=[C:19]([C:27]([N:29]3[CH2:30][CH2:31][O:32][CH2:33][CH2:34]3)=[O:28])[CH:20]=2)=[CH:3][C:4]=1[C:9]1[N:10]=[N:11][N:12]([CH:14]([CH3:16])[CH3:15])[CH:13]=1. The yield is 0.724. (3) The reactants are [C:1](=[O:4])([O-])[NH2:2].Cl.[CH3:6][C@@H:7]1[CH2:12][CH2:11][NH:10][CH2:9][C@@H:8]1[C:13]1[N:17]2[C:18]3[CH:24]=[CH:23][NH:22][C:19]=3[N:20]=[CH:21][C:16]2=[CH:15][N:14]=1.CC[N:27]([CH:31](C)C)[CH:28]([CH3:30])C.C[C:35]#[N:36]. No catalyst specified. The product is [C:13]1([C@@H:8]2[C@H:7]([CH3:6])[CH2:12][CH2:11][N:10]([C:1]([NH:2][C:35]3[CH:30]=[CH:28][N:27]=[CH:31][N:36]=3)=[O:4])[CH2:9]2)[N:17]2[C:18]3[CH:24]=[CH:23][NH:22][C:19]=3[N:20]=[CH:21][C:16]2=[CH:15][N:14]=1. The yield is 0.0900.